This data is from Forward reaction prediction with 1.9M reactions from USPTO patents (1976-2016). The task is: Predict the product of the given reaction. (1) Given the reactants [Cl:1][C:2]1[CH:12]=[C:11]([NH:13][CH:14]2[CH2:17][CH:16]([CH2:18][OH:19])[CH2:15]2)[C:5]([C:6]([O:8][CH2:9][CH3:10])=[O:7])=[CH:4][N:3]=1.CC(OI1(OC(C)=O)(OC(C)=O)OC(=O)C2C=CC=CC1=2)=O, predict the reaction product. The product is: [Cl:1][C:2]1[CH:12]=[C:11]([NH:13][CH:14]2[CH2:15][CH:16]([CH:18]=[O:19])[CH2:17]2)[C:5]([C:6]([O:8][CH2:9][CH3:10])=[O:7])=[CH:4][N:3]=1. (2) Given the reactants Br[C:2]1[C:3]([N:22]2[CH2:26][CH2:25][C@@H:24]([OH:27])[CH2:23]2)=[N:4][CH:5]=[C:6]([CH:21]=1)[C:7]([NH:9][C:10]1[CH:15]=[CH:14][C:13]([O:16][C:17]([F:20])([F:19])[F:18])=[CH:12][CH:11]=1)=[O:8].[OH:28][CH2:29][C:30]1[N:35]=[CH:34][C:33](B(O)O)=[CH:32][CH:31]=1.C([O-])(O)=O.[Na+], predict the reaction product. The product is: [OH:28][CH2:29][C:30]1[N:35]=[CH:34][C:33]([C:2]2[C:3]([N:22]3[CH2:26][CH2:25][C@@H:24]([OH:27])[CH2:23]3)=[N:4][CH:5]=[C:6]([C:7]([NH:9][C:10]3[CH:15]=[CH:14][C:13]([O:16][C:17]([F:20])([F:18])[F:19])=[CH:12][CH:11]=3)=[O:8])[CH:21]=2)=[CH:32][CH:31]=1. (3) Given the reactants [CH3:1][C:2]1[C:6]2[C:7](=[O:19])[N:8]([CH2:11][CH2:12][N:13]3[CH2:18][CH2:17][CH2:16][CH2:15][CH2:14]3)[CH2:9][CH2:10][C:5]=2[NH:4][C:3]=1[CH:20]=O.[O:22]=[C:23]1[CH2:31][C:30]2[C:25](=[CH:26][CH:27]=[C:28]([NH:32][CH:33]=[O:34])[CH:29]=2)[NH:24]1, predict the reaction product. The product is: [CH3:1][C:2]1[C:6]2[C:7](=[O:19])[N:8]([CH2:11][CH2:12][N:13]3[CH2:14][CH2:15][CH2:16][CH2:17][CH2:18]3)[CH2:9][CH2:10][C:5]=2[NH:4][C:3]=1[CH:20]=[C:31]1[C:30]2[C:25](=[CH:26][CH:27]=[C:28]([NH:32][CH:33]=[O:34])[CH:29]=2)[NH:24][C:23]1=[O:22].